Dataset: Peptide-MHC class II binding affinity with 134,281 pairs from IEDB. Task: Regression. Given a peptide amino acid sequence and an MHC pseudo amino acid sequence, predict their binding affinity value. This is MHC class II binding data. (1) The binding affinity (normalized) is 0.575. The MHC is DRB1_0405 with pseudo-sequence DRB1_0405. The peptide sequence is YDCFLANVSTVLTGK. (2) The peptide sequence is KIDAAFKVAATAAAT. The MHC is DRB1_0701 with pseudo-sequence DRB1_0701. The binding affinity (normalized) is 0.600. (3) The binding affinity (normalized) is 0.302. The MHC is DRB1_0405 with pseudo-sequence DRB1_0405. The peptide sequence is LIEKINAGFKAALAA. (4) The peptide sequence is YVENGLISRVLDGLV. The MHC is DRB5_0101 with pseudo-sequence DRB5_0101. The binding affinity (normalized) is 0.221.